This data is from Catalyst prediction with 721,799 reactions and 888 catalyst types from USPTO. The task is: Predict which catalyst facilitates the given reaction. Reactant: [Cl:1][C:2]1[CH:7]=[C:6]([F:8])[CH:5]=[CH:4][C:3]=1[N:9]([CH2:24][O:25][C:26]([O:28][CH2:29][CH2:30][CH2:31][C:32]([OH:34])=[O:33])=[O:27])[S:10]([CH:13]1[CH2:18][CH2:17][CH2:16][CH:15]=[C:14]1[C:19]([O:21][CH2:22][CH3:23])=[O:20])(=[O:12])=[O:11].O.[OH-].[Na+:37]. Product: [Cl:1][C:2]1[CH:7]=[C:6]([F:8])[CH:5]=[CH:4][C:3]=1[N:9]([CH2:24][O:25][C:26]([O:28][CH2:29][CH2:30][CH2:31][C:32]([O-:34])=[O:33])=[O:27])[S:10]([CH:13]1[CH2:18][CH2:17][CH2:16][CH:15]=[C:14]1[C:19]([O:21][CH2:22][CH3:23])=[O:20])(=[O:11])=[O:12].[Na+:37]. The catalyst class is: 8.